This data is from Reaction yield outcomes from USPTO patents with 853,638 reactions. The task is: Predict the reaction yield, written as a fraction of the theoretical maximum amount of product (1.0 means a 100% yield; for example, 0.34 means a 34% yield). (1) The reactants are [CH3:1][C:2]1[CH:7]=[CH:6][C:5]([S:8]([N:11]([CH2:15][C:16]#[CH:17])[CH2:12][C:13]#[CH:14])(=[O:10])=[O:9])=[CH:4][CH:3]=1.[CH3:18][O:19][CH2:20][C:21]#[CH:22]. The catalyst is CCO. The product is [CH3:18][O:19][CH2:20][C:21]1[CH:17]=[C:16]2[C:13](=[CH:14][CH:22]=1)[CH2:12][N:11]([S:8]([C:5]1[CH:6]=[CH:7][C:2]([CH3:1])=[CH:3][CH:4]=1)(=[O:10])=[O:9])[CH2:15]2. The yield is 0.312. (2) The reactants are [CH2:1]([O:8][C:9]1[CH:19]=[CH:18][C:12]2[CH:13]=[C:14]([CH2:16][NH2:17])[O:15][C:11]=2[CH:10]=1)[C:2]1[CH:7]=[CH:6][CH:5]=[CH:4][CH:3]=1.[NH2:20][C:21]1[N:29]=[C:28]([NH2:30])[CH:27]=[CH:26][C:22]=1[C:23](O)=[O:24].C(N(CC)CC)C.Cl.C(N=C=NCCCN(C)C)C. The catalyst is O.CS(C)=O. The product is [NH2:20][C:21]1[N:29]=[C:28]([NH2:30])[CH:27]=[CH:26][C:22]=1[C:23]([NH:17][CH2:16][C:14]1[O:15][C:11]2[CH:10]=[C:9]([O:8][CH2:1][C:2]3[CH:3]=[CH:4][CH:5]=[CH:6][CH:7]=3)[CH:19]=[CH:18][C:12]=2[CH:13]=1)=[O:24]. The yield is 0.600. (3) The reactants are Cl.[CH2:2]([O:4][C:5]1[CH:6]=[C:7]2[C:12](=[C:13]3[CH2:17][C:16]([CH3:19])([CH3:18])[O:15][C:14]=13)[C:11]([C:20]1[CH:21]=[C:22]([CH:26]=[CH:27][CH:28]=1)[C:23](O)=[O:24])=[N:10][C:9]([CH3:30])([CH3:29])[CH2:8]2)[CH3:3].O.ON1C2C=CC=CC=2N=N1.Cl.[CH2:43]([N:45]=[C:46]=NCCCN(C)C)C.CNC. The catalyst is CN(C)C=O.O. The product is [CH2:2]([O:4][C:5]1[CH:6]=[C:7]2[C:12](=[C:13]3[CH2:17][C:16]([CH3:18])([CH3:19])[O:15][C:14]=13)[C:11]([C:20]1[CH:21]=[C:22]([CH:26]=[CH:27][CH:28]=1)[C:23]([N:45]([CH3:46])[CH3:43])=[O:24])=[N:10][C:9]([CH3:30])([CH3:29])[CH2:8]2)[CH3:3]. The yield is 0.960. (4) No catalyst specified. The product is [C:4]1([C@@H:10]([OH:11])[CH3:2])[CH2:9][CH2:8][CH2:7][CH2:6][CH:5]=1. The reactants are [Zn](C)[CH3:2].[C:4]1([CH:10]=[O:11])[CH2:9][CH2:8][CH2:7][CH2:6][CH:5]=1. The yield is 0.940. (5) The reactants are [CH3:1][O:2][C:3](=[O:39])[NH:4][CH:5]([C:9]([N:11]1[CH:18]([C:19]2[NH:20][C:21]([C:24]3[CH:29]=[CH:28][C:27](B4OC(C)(C)C(C)(C)O4)=[CH:26][CH:25]=3)=[CH:22][N:23]=2)[CH2:17][C:13]2([CH2:16][CH2:15][CH2:14]2)[O:12]1)=[O:10])[CH:6]([CH3:8])[CH3:7].[CH3:40][O:41][C:42](=[O:70])[NH:43][CH:44]([C:48]([N:50]1[CH:57]([C:58]2[NH:59][C:60]([C:63]3[CH:68]=[CH:67][C:66](Br)=[CH:65][CH:64]=3)=[CH:61][N:62]=2)[CH2:56][C:52]2([CH2:55][CH2:54][CH2:53]2)[O:51]1)=[O:49])[CH:45]([CH3:47])[CH3:46].C(=O)([O-])[O-].[K+].[K+]. The catalyst is COCCOC.C1C=CC([P]([Pd]([P](C2C=CC=CC=2)(C2C=CC=CC=2)C2C=CC=CC=2)([P](C2C=CC=CC=2)(C2C=CC=CC=2)C2C=CC=CC=2)[P](C2C=CC=CC=2)(C2C=CC=CC=2)C2C=CC=CC=2)(C2C=CC=CC=2)C2C=CC=CC=2)=CC=1. The product is [CH3:40][O:41][C:42](=[O:70])[NH:43][CH:44]([C:48]([N:50]1[CH:57]([C:58]2[NH:59][C:60]([C:63]3[CH:68]=[CH:67][C:66]([C:27]4[CH:26]=[CH:25][C:24]([C:21]5[NH:20][C:19]([CH:18]6[CH2:17][C:13]7([CH2:14][CH2:15][CH2:16]7)[O:12][N:11]6[C:9](=[O:10])[CH:5]([NH:4][C:3]([O:2][CH3:1])=[O:39])[CH:6]([CH3:7])[CH3:8])=[N:23][CH:22]=5)=[CH:29][CH:28]=4)=[CH:65][CH:64]=3)=[CH:61][N:62]=2)[CH2:56][C:52]2([CH2:55][CH2:54][CH2:53]2)[O:51]1)=[O:49])[CH:45]([CH3:47])[CH3:46]. The yield is 0.260. (6) The reactants are CO[C:3](=[O:18])[C:4]1[CH:9]=[CH:8][CH:7]=[CH:6][C:5]=1[O:10][CH2:11][CH2:12][N:13]1[CH2:17][CH2:16][CH2:15][CH2:14]1.[OH-].[Na+].[F:21][C:22]1[CH:27]=[CH:26][C:25]([NH:28][C:29]([C:31]2[C:35]([NH2:36])=[CH:34][NH:33][N:32]=2)=[O:30])=[CH:24][CH:23]=1.C(Cl)CCl.C1C=CC2N(O)N=NC=2C=1. The catalyst is CS(C)=O.O. The product is [F:21][C:22]1[CH:23]=[CH:24][C:25]([NH:28][C:29]([C:31]2[C:35]([NH:36][C:3](=[O:18])[C:4]3[CH:9]=[CH:8][CH:7]=[CH:6][C:5]=3[O:10][CH2:11][CH2:12][N:13]3[CH2:14][CH2:15][CH2:16][CH2:17]3)=[CH:34][NH:33][N:32]=2)=[O:30])=[CH:26][CH:27]=1. The yield is 0.140. (7) The yield is 0.490. The product is [CH:3]([NH:5][C:8](=[O:33])[CH2:9][CH2:10][C@H:11]([NH:7][CH3:6])[CH2:12][O:13][C:14]([C:27]1[CH:32]=[CH:31][CH:30]=[CH:29][CH:28]=1)([C:15]1[CH:16]=[CH:17][CH:18]=[CH:19][CH:20]=1)[C:21]1[CH:26]=[CH:25][CH:24]=[CH:23][CH:22]=1)([CH3:4])[CH3:2]. The catalyst is C1COCC1. The reactants are Cl.[CH3:2][CH:3]([NH2:5])[CH3:4].[CH3:6][N:7]1[C@H:11]([CH2:12][O:13][C:14]([C:27]2[CH:32]=[CH:31][CH:30]=[CH:29][CH:28]=2)([C:21]2[CH:26]=[CH:25][CH:24]=[CH:23][CH:22]=2)[C:15]2[CH:20]=[CH:19][CH:18]=[CH:17][CH:16]=2)[CH2:10][CH2:9][C:8]1=[O:33].[Cl-].[NH4+].OS([O-])(=O)=O.[K+].